This data is from Reaction yield outcomes from USPTO patents with 853,638 reactions. The task is: Predict the reaction yield, written as a fraction of the theoretical maximum amount of product (1.0 means a 100% yield; for example, 0.34 means a 34% yield). (1) The reactants are Br[CH2:2][C:3]([C:5]1[CH:10]=[CH:9][C:8]([F:11])=[C:7]([C:12]([F:15])([F:14])[F:13])[CH:6]=1)=[O:4].C(OC(=O)C)C.[N:22]12CN3CN(CN(C3)C1)C2.C(O)C.[ClH:35]. No catalyst specified. The product is [ClH:35].[NH2:22][CH2:2][C:3]([C:5]1[CH:10]=[CH:9][C:8]([F:11])=[C:7]([C:12]([F:15])([F:14])[F:13])[CH:6]=1)=[O:4]. The yield is 1.00. (2) The reactants are [Si]([O:8][C:9]1[CH:10]=[C:11]([CH:16]=[CH:17][C:18]=1[O:19][Si](C(C)(C)C)(C)C)[CH:12]=[CH:13][CH2:14][OH:15])(C(C)(C)C)(C)C.Cl. The catalyst is C(Cl)Cl.O=[Mn]=O. The product is [CH:16]1[C:11](/[CH:12]=[CH:13]/[CH:14]=[O:15])=[CH:10][C:9]([OH:8])=[C:18]([OH:19])[CH:17]=1. The yield is 0.540.